From a dataset of Full USPTO retrosynthesis dataset with 1.9M reactions from patents (1976-2016). Predict the reactants needed to synthesize the given product. (1) Given the product [Cl:19][C:20]1[N:21]=[C:22]([NH:5][C:4]2[CH:6]=[CH:7][C:8]([CH2:9][C:10]3[CH:15]=[CH:14][N:13]=[C:12]4[NH:16][CH:17]=[CH:18][C:11]=34)=[C:2]([F:1])[CH:3]=2)[N:23]=[C:24]([NH2:31])[CH:25]=1, predict the reactants needed to synthesize it. The reactants are: [F:1][C:2]1[CH:3]=[C:4]([CH:6]=[CH:7][C:8]=1[CH2:9][C:10]1[CH:15]=[CH:14][N:13]=[C:12]2[NH:16][CH:17]=[CH:18][C:11]=12)[NH2:5].[Cl:19][C:20]1[CH:25]=[C:24](Cl)[N:23]=[C:22](N)[N:21]=1.[OH-].[Na+].C[N:31](C=O)C. (2) Given the product [NH2:35][C:33](=[O:34])[C:32]([C:8]1[C:7]2[C:11](=[C:12]3[CH2:17][CH2:16][CH2:15][C:13]3=[CH:14][C:6]=2[O:5][CH2:4][C:3]([OH:37])=[O:2])[N:10]([CH2:18][C:19]2[CH:24]=[CH:23][CH:22]=[CH:21][C:20]=2[C:25]2[S:26][C:27]([Br:30])=[CH:28][CH:29]=2)[C:9]=1[CH3:31])=[O:36], predict the reactants needed to synthesize it. The reactants are: C[O:2][C:3](=[O:37])[CH2:4][O:5][C:6]1[CH:14]=[C:13]2[CH2:15][CH2:16][CH2:17][C:12]2=[C:11]2[C:7]=1[C:8]([C:32](=[O:36])[C:33]([NH2:35])=[O:34])=[C:9]([CH3:31])[N:10]2[CH2:18][C:19]1[CH:24]=[CH:23][CH:22]=[CH:21][C:20]=1[C:25]1[S:26][C:27]([Br:30])=[CH:28][CH:29]=1.[OH-].[Li+].Cl. (3) Given the product [C:1]([O:5][C:6]([N:8]1[CH2:12][CH2:11][CH2:10][C@H:9]1[C:13]1[CH:18]=[CH:17][C:16](/[CH:36]=[CH:35]/[C:34]([O:38][CH3:39])=[O:37])=[CH:15][CH:14]=1)=[O:7])([CH3:4])([CH3:3])[CH3:2], predict the reactants needed to synthesize it. The reactants are: [C:1]([O:5][C:6]([N:8]1[CH2:12][CH2:11][CH2:10][C@H:9]1[C:13]1[CH:18]=[CH:17][C:16](Br)=[CH:15][CH:14]=1)=[O:7])([CH3:4])([CH3:3])[CH3:2].CN(C1CCCCC1)C1CCCCC1.[C:34]([O:38][CH3:39])(=[O:37])[CH:35]=[CH2:36]. (4) Given the product [Br:1][C:2]1[CH:3]=[C:4]2[N:10]([S:11]([C:14]3[CH:19]=[CH:18][CH:17]=[C:16]([F:20])[CH:15]=3)(=[O:12])=[O:13])[CH:9]=[C:8]([CH2:21][N:22]([CH3:23])[C:39](=[O:40])[O:41][C:42]([CH3:43])([CH3:44])[CH3:45])[C:5]2=[N:6][CH:7]=1, predict the reactants needed to synthesize it. The reactants are: [Br:1][C:2]1[CH:3]=[C:4]2[N:10]([S:11]([C:14]3[CH:19]=[CH:18][CH:17]=[C:16]([F:20])[CH:15]=3)(=[O:13])=[O:12])[CH:9]=[C:8]([CH2:21][NH:22][CH3:23])[C:5]2=[N:6][CH:7]=1.C(N(CC)CC)C.[C:39](O[C:39]([O:41][C:42]([CH3:45])([CH3:44])[CH3:43])=[O:40])([O:41][C:42]([CH3:45])([CH3:44])[CH3:43])=[O:40].O.